From a dataset of Full USPTO retrosynthesis dataset with 1.9M reactions from patents (1976-2016). Predict the reactants needed to synthesize the given product. Given the product [O:1]1[C:5]2[CH:6]=[CH:7][CH:8]=[C:9]([C@@H:10]([NH:12][C:42]([C:38]3[CH:37]=[C:36]4[C:41](=[CH:40][CH:39]=3)[N:33]([CH2:32][C:29]3[CH:28]=[CH:27][C:26]([C:21]5[C:20]([C:18]([OH:19])=[O:17])=[CH:25][CH:24]=[CH:23][CH:22]=5)=[CH:31][CH:30]=3)[C:34]([CH3:46])=[C:35]4[CH3:45])=[O:43])[CH3:11])[C:4]=2[O:3][CH2:2]1, predict the reactants needed to synthesize it. The reactants are: [O:1]1[C:5]2[CH:6]=[CH:7][CH:8]=[C:9]([C@@H:10]([NH2:12])[CH3:11])[C:4]=2[O:3][CH2:2]1.C([O:17][C:18]([C:20]1[CH:25]=[CH:24][CH:23]=[CH:22][C:21]=1[C:26]1[CH:31]=[CH:30][C:29]([CH2:32][N:33]2[C:41]3[C:36](=[CH:37][C:38]([C:42](O)=[O:43])=[CH:39][CH:40]=3)[C:35]([CH3:45])=[C:34]2[CH3:46])=[CH:28][CH:27]=1)=[O:19])(C)(C)C.